This data is from Full USPTO retrosynthesis dataset with 1.9M reactions from patents (1976-2016). The task is: Predict the reactants needed to synthesize the given product. (1) Given the product [CH2:6]([O:13][C:14](=[O:15])[NH:17][C@H:18]([C@@H:39]1[CH2:43][C@@H:42]([CH:44]([CH3:45])[CH3:46])[C:41](=[O:47])[O:40]1)[CH2:19][N:20]1[CH2:21][C:22](=[O:38])[N:23]([C:28]2[CH:33]=[CH:32][CH:31]=[CH:30][C:29]=2[O:34][CH2:35][O:36][CH3:37])[CH2:24][C:25]1([CH3:27])[CH3:26])[C:7]1[CH:12]=[CH:11][CH:10]=[CH:9][CH:8]=1, predict the reactants needed to synthesize it. The reactants are: C(=O)(O)[O-].[Na+].[CH2:6]([O:13][C:14](Cl)=[O:15])[C:7]1[CH:12]=[CH:11][CH:10]=[CH:9][CH:8]=1.[NH2:17][C@H:18]([C@@H:39]1[CH2:43][C@@H:42]([CH:44]([CH3:46])[CH3:45])[C:41](=[O:47])[O:40]1)[CH2:19][N:20]1[C:25]([CH3:27])([CH3:26])[CH2:24][N:23]([C:28]2[CH:33]=[CH:32][CH:31]=[CH:30][C:29]=2[O:34][CH2:35][O:36][CH3:37])[C:22](=[O:38])[CH2:21]1.C(OCC)(=O)C. (2) Given the product [Br:20][CH2:10][C:8]([C:5]1[CH:4]=[N:3][C:2]([Br:1])=[CH:7][N:6]=1)=[O:9], predict the reactants needed to synthesize it. The reactants are: [Br:1][C:2]1[CH:7]=[N:6][C:5]([C:8]([O:10]CC)=[CH2:9])=[CH:4][N:3]=1.C1C(=O)N([Br:20])C(=O)C1. (3) Given the product [Cl:28][CH2:29][CH2:30][NH:23][C:20]1[CH:19]=[CH:18][C:17]([C:9]2[NH:8][C:5]3=[N:6][CH:7]=[C:2]([Cl:1])[CH:3]=[C:4]3[C:10]=2[C:11]2[CH:16]=[N:15][CH:14]=[N:13][CH:12]=2)=[CH:22][CH:21]=1, predict the reactants needed to synthesize it. The reactants are: [Cl:1][C:2]1[CH:3]=[C:4]2[C:10]([C:11]3[CH:12]=[N:13][CH:14]=[N:15][CH:16]=3)=[C:9]([C:17]3[CH:22]=[CH:21][C:20]([NH2:23])=[CH:19][CH:18]=3)[NH:8][C:5]2=[N:6][CH:7]=1.C([BH3-])#N.[Na+].[Cl:28][CH2:29][CH:30]=O.[O-]S([O-])(=O)=O.[Mg+2].OS(O)(=O)=O. (4) Given the product [NH:1]([C:9]([O:11][C:12]([CH3:15])([CH3:14])[CH3:13])=[O:10])[C@H:2]([C:6]([NH:16][CH2:17][C:18]([O:20][CH2:21][C:22]1[CH:27]=[CH:26][CH:25]=[CH:24][CH:23]=1)=[O:19])=[O:8])[CH:3]([CH3:4])[CH3:5], predict the reactants needed to synthesize it. The reactants are: [NH:1]([C:9]([O:11][C:12]([CH3:15])([CH3:14])[CH3:13])=[O:10])[C@H:2]([C:6]([OH:8])=O)[CH:3]([CH3:5])[CH3:4].[NH2:16][CH2:17][C:18]([O:20][CH2:21][C:22]1[CH:27]=[CH:26][CH:25]=[CH:24][CH:23]=1)=[O:19].Cl.C(N(CC)CC)C.C1C=CC2N(O)N=NC=2C=1.CCN=C=NCCCN(C)C.Cl. (5) Given the product [C:21]([O:20][C:18]([N:25]1[CH2:29][CH2:28][CH:27]([O:30][C:12]2[CH:13]=[CH:14][C:9]([NH:8][C:6](=[O:7])[C:5]3[CH:16]=[CH:17][C:2]([Cl:1])=[CH:3][CH:4]=3)=[CH:10][CH:11]=2)[CH2:26]1)=[O:19])([CH3:24])([CH3:22])[CH3:23], predict the reactants needed to synthesize it. The reactants are: [Cl:1][C:2]1[CH:17]=[CH:16][C:5]([C:6]([NH:8][C:9]2[CH:14]=[CH:13][C:12](I)=[CH:11][CH:10]=2)=[O:7])=[CH:4][CH:3]=1.[C:18]([N:25]1[CH2:29][CH2:28][CH:27]([OH:30])[CH2:26]1)([O:20][C:21]([CH3:24])([CH3:23])[CH3:22])=[O:19].C(=O)([O-])[O-].[Cs+].[Cs+]. (6) The reactants are: [O:1]=[C:2]1[CH2:6][O:5][C:4]([NH:7][N:8]2[CH2:13][CH2:12][CH2:11][CH2:10][CH2:9]2)=[C:3]1[C:14]([O:16][CH2:17][CH3:18])=[O:15].[NH:19]1[C:27]2[C:22](=[CH:23][CH:24]=[CH:25][N:26]=2)[C:21]([CH:28]=O)=[CH:20]1.N1CCC[C@H]1C(O)=O. Given the product [NH:19]1[C:27]2=[N:26][CH:25]=[CH:24][CH:23]=[C:22]2[C:21]([CH:28]=[C:6]2[O:5][C:4]([NH:7][N:8]3[CH2:13][CH2:12][CH2:11][CH2:10][CH2:9]3)=[C:3]([C:14]([O:16][CH2:17][CH3:18])=[O:15])[C:2]2=[O:1])=[CH:20]1, predict the reactants needed to synthesize it. (7) Given the product [CH3:36][O:35][C:29](=[O:34])[CH2:30][C:31](=[O:32])/[CH:21]=[CH:20]/[C:9]1[N:10]([CH:17]([CH3:18])[CH3:19])[C:11]2[C:16]([C:8]=1[C:5]1[CH:4]=[CH:3][C:2]([F:1])=[CH:7][CH:6]=1)=[CH:15][CH:14]=[CH:13][CH:12]=2, predict the reactants needed to synthesize it. The reactants are: [F:1][C:2]1[CH:7]=[CH:6][C:5]([C:8]2[C:16]3[C:11](=[CH:12][CH:13]=[CH:14][CH:15]=3)[N:10]([CH:17]([CH3:19])[CH3:18])[C:9]=2/[CH:20]=[CH:21]/C(O)=O)=[CH:4][CH:3]=1.[Cl-].[Mg+2].[Cl-].[K+].[C:29]([O:35][CH3:36])(=[O:34])[CH2:30][C:31]([O-])=[O:32]. (8) Given the product [CH2:32]([NH:7][C@H:8]1[CH2:17][CH2:16][C:15]2[CH:14]=[C:13]([N:18]([CH3:19])[S:20]([C:23]3[CH:28]=[CH:27][C:26]([CH:29]([CH3:30])[CH3:31])=[CH:25][CH:24]=3)(=[O:21])=[O:22])[CH:12]=[CH:11][C:10]=2[CH2:9]1)[CH:33]=[CH2:34], predict the reactants needed to synthesize it. The reactants are: C(OC(=O)[N:7]([CH2:32][CH:33]=[CH2:34])[C@H:8]1[CH2:17][CH2:16][C:15]2[C:10](=[CH:11][CH:12]=[C:13]([N:18]([S:20]([C:23]3[CH:28]=[CH:27][C:26]([CH:29]([CH3:31])[CH3:30])=[CH:25][CH:24]=3)(=[O:22])=[O:21])[CH3:19])[CH:14]=2)[CH2:9]1)(C)(C)C.FC(F)(F)C(O)=O. (9) The reactants are: [C:1](Cl)(=[O:17])[CH2:2][CH2:3][CH2:4][CH2:5][CH2:6][CH2:7][CH2:8][CH2:9][CH2:10][CH2:11][CH2:12][CH2:13][CH2:14][CH2:15][CH3:16].[CH2:19]([O:35][CH2:36][C@H:37]([CH2:39][O:40][CH2:41][C:42]1[CH:47]=[CH:46][C:45]([O:48][CH3:49])=[CH:44][CH:43]=1)[OH:38])[CH2:20][CH2:21][CH2:22][CH2:23][CH2:24][CH2:25][CH2:26][CH2:27][CH2:28][CH2:29][CH2:30][CH2:31][CH2:32][CH2:33][CH3:34].N1C=CC=CC=1. Given the product [C:1]([O:38][C@@H:37]([CH2:39][O:40][CH2:41][C:42]1[CH:47]=[CH:46][C:45]([O:48][CH3:49])=[CH:44][CH:43]=1)[CH2:36][O:35][CH2:19][CH2:20][CH2:21][CH2:22][CH2:23][CH2:24][CH2:25][CH2:26][CH2:27][CH2:28][CH2:29][CH2:30][CH2:31][CH2:32][CH2:33][CH3:34])(=[O:17])[CH2:2][CH2:3][CH2:4][CH2:5][CH2:6][CH2:7][CH2:8][CH2:9][CH2:10][CH2:11][CH2:12][CH2:13][CH2:14][CH2:15][CH3:16], predict the reactants needed to synthesize it. (10) Given the product [CH:21]([C:17]1[CH:16]=[C:15]([NH:14][C:12](=[O:13])[C:11]2[CH:24]=[CH:25][C:26]([CH3:27])=[C:9]([O:8][C:5]3[C:4]([C:28]4[CH:33]=[CH:32][N:31]=[C:30]([NH:34][CH3:35])[N:29]=4)=[CH:3][C:2]([N:36]4[CH2:40][CH2:39][CH2:38][CH2:37]4)=[CH:7][N:6]=3)[CH:10]=2)[CH:20]=[CH:19][CH:18]=1)([CH3:23])[CH3:22], predict the reactants needed to synthesize it. The reactants are: Cl[C:2]1[CH:3]=[C:4]([C:28]2[CH:33]=[CH:32][N:31]=[C:30]([NH:34][CH3:35])[N:29]=2)[C:5]([O:8][C:9]2[CH:10]=[C:11]([CH:24]=[CH:25][C:26]=2[CH3:27])[C:12]([NH:14][C:15]2[CH:20]=[CH:19][CH:18]=[C:17]([CH:21]([CH3:23])[CH3:22])[CH:16]=2)=[O:13])=[N:6][CH:7]=1.[NH:36]1[CH2:40][CH2:39][CH2:38][CH2:37]1.C1(P(C2CCCCC2)C2C=CC=CC=2C2C=CC=CC=2N(C)C)CCCCC1.